Dataset: Reaction yield outcomes from USPTO patents with 853,638 reactions. Task: Predict the reaction yield, written as a fraction of the theoretical maximum amount of product (1.0 means a 100% yield; for example, 0.34 means a 34% yield). The reactants are [Si]([O:8][C@@H:9]1[CH2:17][C@@H:12]2[O:13][C:14](=[O:16])[CH2:15][C@@H:11]2[C@H:10]1[CH:18]=[CH:19][CH2:20][CH2:21][CH2:22][CH2:23][CH2:24][CH3:25])(C(C)(C)C)(C)C. The catalyst is CO.[Pd]. The product is [OH:8][C@@H:9]1[CH2:17][C@@H:12]2[O:13][C:14](=[O:16])[CH2:15][C@@H:11]2[C@H:10]1[CH2:18][CH2:19][CH2:20][CH2:21][CH2:22][CH2:23][CH2:24][CH3:25]. The yield is 0.960.